Task: Predict the reactants needed to synthesize the given product.. Dataset: Full USPTO retrosynthesis dataset with 1.9M reactions from patents (1976-2016) (1) Given the product [CH2:11]([O:13][C:14]([C:16]1[N:17]=[C:18]([CH2:21][C:22]2[CH:23]=[CH:24][C:25]([Br:28])=[CH:26][CH:27]=2)[N:19]([CH2:8][CH2:9][CH3:10])[CH:20]=1)=[O:15])[CH3:12].[CH2:11]([O:13][C:14]([C:16]1[N:17]([CH2:8][CH2:9][CH3:10])[C:18]([CH2:21][C:22]2[CH:23]=[CH:24][C:25]([Br:28])=[CH:26][CH:27]=2)=[N:19][CH:20]=1)=[O:15])[CH3:12], predict the reactants needed to synthesize it. The reactants are: C(=O)([O-])[O-].[K+].[K+].I[CH2:8][CH2:9][CH3:10].[CH2:11]([O:13][C:14]([C:16]1[N:17]=[C:18]([CH2:21][C:22]2[CH:27]=[CH:26][C:25]([Br:28])=[CH:24][CH:23]=2)[NH:19][CH:20]=1)=[O:15])[CH3:12].CN(C=O)C. (2) Given the product [NH2:3][O:12][CH2:13][CH:14]1[CH2:19][CH2:18][N:17]([C:20]([O:22][C:23]([CH3:26])([CH3:25])[CH3:24])=[O:21])[CH2:16][CH2:15]1, predict the reactants needed to synthesize it. The reactants are: O=C1C2C(=CC=CC=2)C(=O)[N:3]1[O:12][CH2:13][CH:14]1[CH2:19][CH2:18][N:17]([C:20]([O:22][C:23]([CH3:26])([CH3:25])[CH3:24])=[O:21])[CH2:16][CH2:15]1.O.NN.